Dataset: NCI-60 drug combinations with 297,098 pairs across 59 cell lines. Task: Regression. Given two drug SMILES strings and cell line genomic features, predict the synergy score measuring deviation from expected non-interaction effect. (1) Drug 1: C1=NC2=C(N1)C(=S)N=C(N2)N. Drug 2: C#CCC(CC1=CN=C2C(=N1)C(=NC(=N2)N)N)C3=CC=C(C=C3)C(=O)NC(CCC(=O)O)C(=O)O. Cell line: HOP-92. Synergy scores: CSS=12.2, Synergy_ZIP=-6.07, Synergy_Bliss=-5.51, Synergy_Loewe=-5.57, Synergy_HSA=-5.56. (2) Drug 1: C1CN1P(=S)(N2CC2)N3CC3. Drug 2: CC1CCCC2(C(O2)CC(NC(=O)CC(C(C(=O)C(C1O)C)(C)C)O)C(=CC3=CSC(=N3)C)C)C. Cell line: EKVX. Synergy scores: CSS=14.8, Synergy_ZIP=-7.25, Synergy_Bliss=-2.67, Synergy_Loewe=-0.585, Synergy_HSA=-0.227. (3) Drug 1: C1CCC(CC1)NC(=O)N(CCCl)N=O. Drug 2: CN1C2=C(C=C(C=C2)N(CCCl)CCCl)N=C1CCCC(=O)O.Cl. Cell line: NCI-H226. Synergy scores: CSS=9.41, Synergy_ZIP=-0.376, Synergy_Bliss=-5.34, Synergy_Loewe=-8.50, Synergy_HSA=-5.19. (4) Drug 1: CC1C(C(CC(O1)OC2CC(CC3=C2C(=C4C(=C3O)C(=O)C5=C(C4=O)C(=CC=C5)OC)O)(C(=O)CO)O)N)O.Cl. Drug 2: C1=CC(=CC=C1CCCC(=O)O)N(CCCl)CCCl. Cell line: SNB-75. Synergy scores: CSS=3.69, Synergy_ZIP=-0.419, Synergy_Bliss=0.320, Synergy_Loewe=1.33, Synergy_HSA=0.875. (5) Drug 1: CS(=O)(=O)CCNCC1=CC=C(O1)C2=CC3=C(C=C2)N=CN=C3NC4=CC(=C(C=C4)OCC5=CC(=CC=C5)F)Cl. Drug 2: C(CC(=O)O)C(=O)CN.Cl. Cell line: ACHN. Synergy scores: CSS=15.5, Synergy_ZIP=-2.17, Synergy_Bliss=6.67, Synergy_Loewe=6.23, Synergy_HSA=7.20. (6) Drug 1: C1CNP(=O)(OC1)N(CCCl)CCCl. Drug 2: C1=CC(=C(C=C1I)F)NC2=C(C=CC(=C2F)F)C(=O)NOCC(CO)O. Cell line: UACC62. Synergy scores: CSS=43.9, Synergy_ZIP=1.78, Synergy_Bliss=-1.26, Synergy_Loewe=-24.5, Synergy_HSA=-3.58.